Predict the reaction yield, written as a fraction of the theoretical maximum amount of product (1.0 means a 100% yield; for example, 0.34 means a 34% yield). From a dataset of Reaction yield outcomes from USPTO patents with 853,638 reactions. (1) The reactants are [F:1][C:2]1[CH:25]=[CH:24][CH:23]=[C:22]([F:26])[C:3]=1[C:4]([NH:6][C:7]1[CH:12]=[CH:11][C:10]([S:13][C:14]2[N:19]=[C:18](Cl)[CH:17]=[C:16]([Cl:21])[N:15]=2)=[CH:9][CH:8]=1)=[O:5].[CH3:27][C:28]1[CH:29]=[C:30]([NH2:33])[NH:31][N:32]=1.[I-].[Na+].C(N(C(C)C)CC)(C)C. The catalyst is C(OCC)(=O)C.CN(C)C=O. The product is [F:26][C:22]1[CH:23]=[CH:24][CH:25]=[C:2]([F:1])[C:3]=1[C:4]([NH:6][C:7]1[CH:8]=[CH:9][C:10]([S:13][C:14]2[N:15]=[C:16]([Cl:21])[CH:17]=[C:18]([NH:33][C:30]3[NH:31][N:32]=[C:28]([CH3:27])[CH:29]=3)[N:19]=2)=[CH:11][CH:12]=1)=[O:5]. The yield is 0.980. (2) The reactants are [CH2:1]([O:8][C:9]1[C:17]([F:18])=[CH:16][CH:15]=[C:14]2[C:10]=1[CH:11]=[C:12](C(O)=O)[NH:13]2)[C:2]1[CH:7]=[CH:6][CH:5]=[CH:4][CH:3]=1. The catalyst is [Cu].C1(C2C=CC=CN=2)C=CC=CC=1. The product is [CH2:1]([O:8][C:9]1[C:17]([F:18])=[CH:16][CH:15]=[C:14]2[C:10]=1[CH:11]=[CH:12][NH:13]2)[C:2]1[CH:3]=[CH:4][CH:5]=[CH:6][CH:7]=1. The yield is 0.620. (3) The reactants are [N:1]12[CH2:7][C:4]([C:8]([C:16]3[CH:21]=[CH:20][CH:19]=[CH:18][CH:17]=3)([C:10]3[CH:15]=[CH:14][CH:13]=[CH:12][CH:11]=3)[OH:9])([CH2:5][CH2:6]1)[CH2:3][CH2:2]2.[CH3:22][O:23][C:24]1[CH:29]=[CH:28][CH:27]=[C:26]([CH2:30][Br:31])[CH:25]=1. The catalyst is CC#N. The product is [Br-:31].[OH:9][C:8]([C:16]1[CH:21]=[CH:20][CH:19]=[CH:18][CH:17]=1)([C:10]1[CH:15]=[CH:14][CH:13]=[CH:12][CH:11]=1)[C:4]12[CH2:7][N+:1]([CH2:30][C:26]3[CH:27]=[CH:28][CH:29]=[C:24]([O:23][CH3:22])[CH:25]=3)([CH2:6][CH2:5]1)[CH2:2][CH2:3]2. The yield is 0.100. (4) The reactants are [C:1]([C:3]1[C:4]([CH2:18][C:19]2[CH:28]=[C:27]3[C:22]([CH:23]=[CH:24][N:25]=[CH:26]3)=[CH:21][CH:20]=2)=[C:5]([C:14]([O:16]C)=[O:15])[S:6][C:7]=1[N:8]1[CH2:13][CH2:12][O:11][CH2:10][CH2:9]1)#[N:2].O1CCCC1.[OH-].[Na+].O.CO.C(O)(=O)C. No catalyst specified. The product is [C:1]([C:3]1[C:4]([CH2:18][C:19]2[CH:28]=[C:27]3[C:22]([CH:23]=[CH:24][N:25]=[CH:26]3)=[CH:21][CH:20]=2)=[C:5]([C:14]([OH:16])=[O:15])[S:6][C:7]=1[N:8]1[CH2:9][CH2:10][O:11][CH2:12][CH2:13]1)#[N:2]. The yield is 0.603. (5) The reactants are [C:1]([O:4][CH:5]1[CH2:9][CH2:8][CH2:7][C:6]1=[O:10])(=[O:3])[CH3:2].Br[Mg][C:13]#[CH:14]. The catalyst is C1COCC1. The product is [C:1]([O:4][CH:5]1[CH2:9][CH2:8][CH2:7][C:6]1([C:13]#[CH:14])[OH:10])(=[O:3])[CH3:2]. The yield is 0.720. (6) The reactants are [CH3:1][O:2][C:3]1[CH:4]=[C:5]([C:13]2[CH:18]=[CH:17][C:16]([OH:19])=[CH:15][CH:14]=2)[CH:6]=[CH:7][C:8]=1[CH:9]([CH3:12])[C:10]#[CH:11].ClS([N:24]=[C:25]=[O:26])(=O)=O. The catalyst is C(Cl)Cl. The product is [CH3:1][O:2][C:3]1[CH:4]=[C:5]([C:13]2[CH:14]=[CH:15][C:16]([O:19][C:25](=[O:26])[NH2:24])=[CH:17][CH:18]=2)[CH:6]=[CH:7][C:8]=1[CH:9]([CH3:12])[C:10]#[CH:11]. The yield is 0.680.